Dataset: Reaction yield outcomes from USPTO patents with 853,638 reactions. Task: Predict the reaction yield, written as a fraction of the theoretical maximum amount of product (1.0 means a 100% yield; for example, 0.34 means a 34% yield). (1) The reactants are [Cl:1][C:2]1[CH:7]=[CH:6][C:5]([NH:8][C:9](=[O:16])[C:10]2[CH:15]=[CH:14][CH:13]=[CH:12][CH:11]=2)=[C:4]([C:17](=[O:25])[C:18]2[CH:23]=[CH:22][CH:21]=[CH:20][C:19]=2[CH3:24])[CH:3]=1.[Br:26]N1C(=O)CCC1=O. The catalyst is C(Cl)(Cl)(Cl)Cl.C(Cl)Cl. The product is [Br:26][CH2:24][C:19]1[CH:20]=[CH:21][CH:22]=[CH:23][C:18]=1[C:17]([C:4]1[CH:3]=[C:2]([Cl:1])[CH:7]=[CH:6][C:5]=1[NH:8][C:9](=[O:16])[C:10]1[CH:11]=[CH:12][CH:13]=[CH:14][CH:15]=1)=[O:25]. The yield is 0.740. (2) The reactants are [CH3:1][O:2][C:3](=[O:12])[C:4]1[C:9](I)=[CH:8][CH:7]=[CH:6][C:5]=1[F:11].C([Mg]Cl)(C)C.C(O[B:22]1[O:26][C:25]([CH3:28])([CH3:27])[C:24]([CH3:30])([CH3:29])[O:23]1)(C)C.[NH4+].[Cl-]. The catalyst is C1COCC1. The product is [CH3:1][O:2][C:3](=[O:12])[C:4]1[C:9]([B:22]2[O:26][C:25]([CH3:28])([CH3:27])[C:24]([CH3:30])([CH3:29])[O:23]2)=[CH:8][CH:7]=[CH:6][C:5]=1[F:11]. The yield is 0.750. (3) The reactants are [F:1][C:2]1[CH:7]=[CH:6][CH:5]=[CH:4][C:3]=1[N:8]1[C:12]([C:13]2[N:14]=[CH:15][N:16]([C:18]3[CH:26]=[CH:25][C:21]([C:22]([OH:24])=O)=[CH:20][N:19]=3)[CH:17]=2)=[C:11]([CH3:27])[N:10]=[N:9]1.C1N=C[N:30](C(N2C=NC=C2)=O)C=1.[OH-].[NH4+]. The catalyst is CN(C=O)C. The product is [F:1][C:2]1[CH:7]=[CH:6][CH:5]=[CH:4][C:3]=1[N:8]1[C:12]([C:13]2[N:14]=[CH:15][N:16]([C:18]3[CH:26]=[CH:25][C:21]([C:22]([NH2:30])=[O:24])=[CH:20][N:19]=3)[CH:17]=2)=[C:11]([CH3:27])[N:10]=[N:9]1. The yield is 0.740.